Dataset: Forward reaction prediction with 1.9M reactions from USPTO patents (1976-2016). Task: Predict the product of the given reaction. (1) Given the reactants [CH3:1][O:2][CH2:3][C:4]1[C:5]([SH:17])=[CH:6][C:7]([CH3:16])=[C:8]([CH:15]=1)[O:9][CH2:10][C:11]([O:13][CH3:14])=[O:12].Cl[CH2:19][C:20]1[S:24][C:23]([C:25]2[CH:30]=[CH:29][C:28]([C:31]([F:34])([F:33])[F:32])=[CH:27][CH:26]=2)=[N:22][C:21]=1[CH3:35].C(=O)([O-])[O-].[Cs+].[Cs+], predict the reaction product. The product is: [CH3:1][O:2][CH2:3][C:4]1[C:5]([S:17][CH2:19][C:20]2[S:24][C:23]([C:25]3[CH:26]=[CH:27][C:28]([C:31]([F:34])([F:32])[F:33])=[CH:29][CH:30]=3)=[N:22][C:21]=2[CH3:35])=[CH:6][C:7]([CH3:16])=[C:8]([CH:15]=1)[O:9][CH2:10][C:11]([O:13][CH3:14])=[O:12]. (2) Given the reactants N(OCCC(C)C)=O.N[C:10]1[C:20]([O:21][CH2:22][CH3:23])=[CH:19][C:13]([C:14]([O:16][CH2:17][CH3:18])=[O:15])=[CH:12][C:11]=1[Cl:24].[I:25]CI, predict the reaction product. The product is: [Cl:24][C:11]1[CH:12]=[C:13]([CH:19]=[C:20]([O:21][CH2:22][CH3:23])[C:10]=1[I:25])[C:14]([O:16][CH2:17][CH3:18])=[O:15]. (3) The product is: [C:9]([NH:8][C:5]1[CH:4]=[CH:3][C:2]([O:1][CH2:13][C:14]([O:16][CH2:17][CH3:18])=[O:15])=[CH:7][CH:6]=1)(=[O:11])[CH3:10]. Given the reactants [OH:1][C:2]1[CH:7]=[CH:6][C:5]([NH:8][C:9](=[O:11])[CH3:10])=[CH:4][CH:3]=1.Br[C:13](C)(C)[C:14]([O:16][CH2:17][CH3:18])=[O:15].C([O-])([O-])=O.[K+].[K+].O, predict the reaction product. (4) Given the reactants [NH2:1][C:2]([NH2:4])=[O:3].N[C:6]1[CH:13]=[C:12]([Cl:14])[CH:11]=[CH:10][C:7]=1[CH:8]=O, predict the reaction product. The product is: [OH:3][C:2]1[N:4]=[CH:8][C:7]2[C:10](=[CH:11][C:12]([Cl:14])=[CH:13][CH:6]=2)[N:1]=1.